This data is from Peptide-MHC class I binding affinity with 185,985 pairs from IEDB/IMGT. The task is: Regression. Given a peptide amino acid sequence and an MHC pseudo amino acid sequence, predict their binding affinity value. This is MHC class I binding data. (1) The peptide sequence is WCSQTDYQYL. The MHC is HLA-A24:02 with pseudo-sequence HLA-A24:02. The binding affinity (normalized) is 0.111. (2) The peptide sequence is FLADAVVRL. The MHC is HLA-A02:01 with pseudo-sequence HLA-A02:01. The binding affinity (normalized) is 0.634.